From a dataset of Catalyst prediction with 721,799 reactions and 888 catalyst types from USPTO. Predict which catalyst facilitates the given reaction. (1) Reactant: [CH:1]1([C:7]2[C:15]3[C:10](=[CH:11][C:12]([C:16]([O:18][CH3:19])=[O:17])=[CH:13][CH:14]=3)[N:9]([CH2:20][CH:21](OC)OC)[C:8]=2[C:26]2[CH:31]=[CH:30][CH:29]=[CH:28][C:27]=2[CH2:32][NH:33][CH2:34][CH2:35][N:36]([CH3:38])[CH3:37])[CH2:6][CH2:5][CH2:4][CH2:3][CH2:2]1.Cl.[BH4-].[Na+]. Product: [CH:1]1([C:7]2[C:15]3[CH:14]=[CH:13][C:12]([C:16]([O:18][CH3:19])=[O:17])=[CH:11][C:10]=3[N:9]3[CH2:20][CH2:21][N:33]([CH2:34][CH2:35][N:36]([CH3:37])[CH3:38])[CH2:32][C:27]4[CH:28]=[CH:29][CH:30]=[CH:31][C:26]=4[C:8]=23)[CH2:2][CH2:3][CH2:4][CH2:5][CH2:6]1. The catalyst class is: 1. (2) Reactant: [Br:1][C:2]1[CH:11]=[CH:10][CH:9]=[C:8]2[C:3]=1[CH2:4][CH2:5][N:6]([C:16](=[O:26])[CH2:17][NH:18][C:19](OC(C)(C)C)=[O:20])[CH:7]2[CH2:12]C(O)=O.[OH-].[Na+]. Product: [Br:1][C:2]1[CH:11]=[CH:10][CH:9]=[C:8]2[C:3]=1[CH2:4][CH2:5][N:6]1[C:16](=[O:26])[CH2:17][NH:18][C:19](=[O:20])[CH:12]=[C:7]12. The catalyst class is: 14.